From a dataset of Drug-target binding data from BindingDB using IC50 measurements. Regression. Given a target protein amino acid sequence and a drug SMILES string, predict the binding affinity score between them. We predict pIC50 (pIC50 = -log10(IC50 in M); higher means more potent). Dataset: bindingdb_ic50. (1) The drug is CS(=O)(=O)NC(=O)c1ccc(NC(=O)c2cccc(CC3CCCCC3)n2)c(Cc2ccccc2)c1. The target protein (Q2HRB2) has sequence MVRPTEAEVKKSLSRLPAARKRAGNRAHLATYRRLLKYSTLPDLWRFLSSRPQNPPLGHHRLFFEVTLGHRIADCVILVSGGHQPVCYVVELKTCLSHQLIPTNTVRTSQRAQGLCQLSDSIHYIAHSAPPGTEAWTITPLLIFKNQKTLKTVYSESPGAFPTPVHTTEGKLCAFLTARENADIRKVLSKVPKKPKMDRGGKILGPTPGKRAVYSQAHHGRNKKGRPWTAQPTRAKSRTKDKGTPAFPRAGPACSGP. The pIC50 is 5.4. (2) The drug is O=C(/C=C/c1ccc(O)c(Br)c1)/C=C/c1cc(Br)c(O)c(Br)c1. The target protein sequence is MSEIENSTITSSADRMVGMDHAEVRYFTSYDHHGIHEEMLKDDVRTRSYRDSIYQNRHIFKDKVVLDVGCGTGILSMFAAKAGAKHVIGVDMSSIIEKAREIVAVNGLADKITLLQGKMEEVQLPFPSVDIIISEWMGYFLLYESMLDTVLYAQDRYLVPGGKIFPDKATMYLAGIEDGEYKDDKIGFWDNVYGFDYSPMKEIALTEPLVDTVELKALVTDPCPIITFDLYTVTKEDLAFEVPYSLPVKRSDFVHAVIAWFDIEFGACHKPINFSTGPHAKYTHWKQTVFYLRDVLTVEEEESISGVLSNRPNDKNKRDLDINLTYKLETQDQTRFAEGGCFYRM. The pIC50 is 4.4.